This data is from Reaction yield outcomes from USPTO patents with 853,638 reactions. The task is: Predict the reaction yield, written as a fraction of the theoretical maximum amount of product (1.0 means a 100% yield; for example, 0.34 means a 34% yield). The reactants are [C:1]1([CH:7]([C:19]2[CH:24]=[CH:23][CH:22]=[CH:21][CH:20]=2)[CH2:8][N:9](C2C=CC=CC=2)[C:10](=[O:12])[O-])[CH:6]=[CH:5][CH:4]=[CH:3][CH:2]=1.[CH2:25]([NH:28][C:29]1[N:34]=[C:33]([NH:35][CH2:36][CH:37]=[CH2:38])[N:32]=[C:31]([N:39]2[CH2:44][CH2:43][NH:42][CH2:41][CH2:40]2)[N:30]=1)[CH:26]=[CH2:27].C1CCN2C(=NCCC2)CC1.C(OCC)(=O)C. The catalyst is C1COCC1.CCCCCC. The product is [C:19]1([CH:7]([C:1]2[CH:2]=[CH:3][CH:4]=[CH:5][CH:6]=2)[CH2:8][NH:9][C:10]([N:42]2[CH2:41][CH2:40][N:39]([C:31]3[N:30]=[C:29]([NH:28][CH2:25][CH:26]=[CH2:27])[N:34]=[C:33]([NH:35][CH2:36][CH:37]=[CH2:38])[N:32]=3)[CH2:44][CH2:43]2)=[O:12])[CH:20]=[CH:21][CH:22]=[CH:23][CH:24]=1. The yield is 0.775.